This data is from Full USPTO retrosynthesis dataset with 1.9M reactions from patents (1976-2016). The task is: Predict the reactants needed to synthesize the given product. (1) Given the product [N+:15]([C:4]1[C:5]2[CH2:6][C:7](=[O:14])[CH2:8][CH2:9][C:10]=2[N+:1]([O-:20])=[CH:2][CH:3]=1)([O-:17])=[O:16], predict the reactants needed to synthesize it. The reactants are: [N:1]1[C:10]2[CH2:9][CH2:8][C:7]3([O:14]CCO3)[CH2:6][C:5]=2[CH:4]=[CH:3][CH:2]=1.[N+:15]([O-])([OH:17])=[O:16].S(=O)(=O)(O)[OH:20]. (2) Given the product [CH2:1]([N:3]1[CH:8]2[CH2:9][CH2:10][CH:4]1[CH2:5][CH:6]([C:11]1[N:16]3[N:17]=[C:18]([C:21]4[CH:26]=[CH:25][N:24]=[CH:23][CH:22]=4)[C:19]([C:35]4[CH:43]=[C:42]5[C:38]([CH:39]=[CH:40][NH:41]5)=[CH:37][CH:36]=4)=[C:15]3[N:14]=[CH:13][CH:12]=1)[CH2:7]2)[CH3:2], predict the reactants needed to synthesize it. The reactants are: [CH2:1]([N:3]1[CH:8]2[CH2:9][CH2:10][CH:4]1[CH2:5][CH:6]([C:11]1[N:16]3[N:17]=[C:18]([C:21]4[CH:26]=[CH:25][N:24]=[CH:23][CH:22]=4)[C:19](I)=[C:15]3[N:14]=[CH:13][CH:12]=1)[CH2:7]2)[CH3:2].CC1(C)C(C)(C)OB([C:35]2[CH:43]=[C:42]3[C:38]([CH:39]=[CH:40][NH:41]3)=[CH:37][CH:36]=2)O1.